From a dataset of Catalyst prediction with 721,799 reactions and 888 catalyst types from USPTO. Predict which catalyst facilitates the given reaction. (1) Reactant: C(OC(=O)[NH:7][CH2:8][CH2:9][O:10][C:11]1[CH:16]=[CH:15][C:14]([C:17]2[O:21][C:20]([S:22][CH3:23])=[N:19][C:18]=2[C:24]2[CH:25]=[N:26][C:27]([O:30][CH3:31])=[CH:28][CH:29]=2)=[CH:13][CH:12]=1)(C)(C)C. Product: [CH3:31][O:30][C:27]1[N:26]=[CH:25][C:24]([C:18]2[N:19]=[C:20]([S:22][CH3:23])[O:21][C:17]=2[C:14]2[CH:15]=[CH:16][C:11]([O:10][CH2:9][CH2:8][NH2:7])=[CH:12][CH:13]=2)=[CH:29][CH:28]=1. The catalyst class is: 281. (2) Reactant: [Cl:1][C:2]1[C:3](Cl)=[N:4][CH:5]=[C:6]([CH:12]=1)[C:7]([O:9][CH2:10][CH3:11])=[O:8].[NH:14]1[CH2:19][CH2:18][NH:17][CH2:16][CH2:15]1.C(N(CC)CC)C. Product: [Cl:1][C:2]1[C:3]([N:14]2[CH2:19][CH2:18][NH:17][CH2:16][CH2:15]2)=[N:4][CH:5]=[C:6]([CH:12]=1)[C:7]([O:9][CH2:10][CH3:11])=[O:8]. The catalyst class is: 8. (3) Reactant: Cl.Cl.[CH3:3][N:4]([CH3:37])[C:5]1[C:14]2[C:9](=[CH:10][CH:11]=[CH:12][CH:13]=2)[N:8]=[C:7](/[CH:15]=[CH:16]/[C:17]2[N:22]=[C:21]([C:23]3[CH:24]=[CH:25][C:26]([O:30][CH3:31])=[C:27]([OH:29])[CH:28]=3)[CH:20]=[C:19]([N:32]3[CH2:36][CH2:35][CH2:34][CH2:33]3)[N:18]=2)[N:6]=1.Cl.Cl[CH2:40][CH2:41][N:42]1[CH2:47][CH2:46][O:45][CH2:44][CH2:43]1.C(=O)([O-])[O-].[Cs+].[Cs+]. Product: [CH3:31][O:30][C:26]1[CH:25]=[CH:24][C:23]([C:21]2[CH:20]=[C:19]([N:32]3[CH2:33][CH2:34][CH2:35][CH2:36]3)[N:18]=[C:17](/[CH:16]=[CH:15]/[C:7]3[N:6]=[C:5]([N:4]([CH3:3])[CH3:37])[C:14]4[C:9](=[CH:10][CH:11]=[CH:12][CH:13]=4)[N:8]=3)[N:22]=2)=[CH:28][C:27]=1[O:29][CH2:40][CH2:41][N:42]1[CH2:47][CH2:46][O:45][CH2:44][CH2:43]1. The catalyst class is: 9. (4) Reactant: [Br:1][C:2]1[C:7]([CH3:8])=[CH:6][C:5]([OH:9])=[C:4]([F:10])[CH:3]=1.[C:11](=O)([O-])[O-].[K+].[K+].IC.Cl. Product: [Br:1][C:2]1[CH:3]=[C:4]([F:10])[C:5]([O:9][CH3:11])=[CH:6][C:7]=1[CH3:8]. The catalyst class is: 21.